From a dataset of Merck oncology drug combination screen with 23,052 pairs across 39 cell lines. Regression. Given two drug SMILES strings and cell line genomic features, predict the synergy score measuring deviation from expected non-interaction effect. Drug 1: N.N.O=C(O)C1(C(=O)O)CCC1.[Pt]. Drug 2: C#Cc1cccc(Nc2ncnc3cc(OCCOC)c(OCCOC)cc23)c1. Cell line: OV90. Synergy scores: synergy=-11.6.